This data is from Reaction yield outcomes from USPTO patents with 853,638 reactions. The task is: Predict the reaction yield, written as a fraction of the theoretical maximum amount of product (1.0 means a 100% yield; for example, 0.34 means a 34% yield). (1) The reactants are C(O[CH:4]=[C:5]1[C:16]2[C:8](=[CH:9][CH:10]=[C:11]3[C:15]=2[S:14][CH:13]=[N:12]3)[NH:7][C:6]1=[O:17])C.[C:18]([NH:26][S:27]([C:30]1[CH:35]=[CH:34][C:33]([NH2:36])=[CH:32][CH:31]=1)(=[O:29])=[O:28])(=[O:25])[C:19]1[CH:24]=[CH:23][CH:22]=[CH:21][CH:20]=1. No catalyst specified. The product is [C:18]([NH:26][S:27]([C:30]1[CH:31]=[CH:32][C:33]([NH:36][CH:4]=[C:5]2[C:16]3[C:8](=[CH:9][CH:10]=[C:11]4[C:15]=3[S:14][CH:13]=[N:12]4)[NH:7][C:6]2=[O:17])=[CH:34][CH:35]=1)(=[O:29])=[O:28])(=[O:25])[C:19]1[CH:24]=[CH:23][CH:22]=[CH:21][CH:20]=1. The yield is 0.250. (2) The reactants are C([C:3](=[C:9]([O:15][CH2:16][CH3:17])/[CH:10]=[CH:11]/[N:12](C)[CH3:13])[C:4]([O:6][CH2:7][CH3:8])=[O:5])#N.C(O)(=[O:20])C. No catalyst specified. The product is [CH2:16]([O:15][C:9]1[CH:10]=[CH:11][NH:12][C:13](=[O:20])[C:3]=1[C:4]([O:6][CH2:7][CH3:8])=[O:5])[CH3:17]. The yield is 0.585.